Dataset: Catalyst prediction with 721,799 reactions and 888 catalyst types from USPTO. Task: Predict which catalyst facilitates the given reaction. (1) Reactant: [CH3:1][C@@:2]([S:22]([CH3:25])(=[O:24])=[O:23])([CH2:8][CH2:9][N:10]1[C:14]([CH3:15])=[C:13]([C:16]2[CH:21]=[CH:20][CH:19]=[CH:18][CH:17]=2)[N:12]=[N:11]1)[C:3]([O:5]CC)=[O:4].C[C@@](S(C)(=O)=O)(CCN1C(C2C=CC=CC=2)=C(C)N=N1)C(OCC)=O.[Li+].[OH-].Cl. Product: [CH3:1][C@@:2]([S:22]([CH3:25])(=[O:23])=[O:24])([CH2:8][CH2:9][N:10]1[C:14]([CH3:15])=[C:13]([C:16]2[CH:21]=[CH:20][CH:19]=[CH:18][CH:17]=2)[N:12]=[N:11]1)[C:3]([OH:5])=[O:4]. The catalyst class is: 20. (2) Reactant: ClC1C(N)=C2C(C(OC)=CC=N2)=CC=1.[NH2:15][C:16]1[C:17]([C:26]([C:28]2[CH:33]=[CH:32][C:31]([C:34]([F:37])([F:36])[F:35])=[CH:30][CH:29]=2)=O)=[CH:18][CH:19]=[C:20]2[C:25]=1[N:24]=[CH:23][CH:22]=[CH:21]2.[CH3:38][NH:39][S:40](Cl)(=[O:42])=[O:41].[BH4-].[Na+]. Product: [CH3:38][N:39]1[S:40](=[O:42])(=[O:41])[NH:15][C:16]2[C:25]3[C:20](=[CH:21][CH:22]=[CH:23][N:24]=3)[CH:19]=[CH:18][C:17]=2[CH:26]1[C:28]1[CH:33]=[CH:32][C:31]([C:34]([F:37])([F:36])[F:35])=[CH:30][CH:29]=1. The catalyst class is: 17. (3) Reactant: [CH3:1][O:2][C:3]1[N:8]=[C:7]([N:9]2[CH:13]=[C:12]([CH3:14])[N:11]=[C:10]2[CH2:15][CH2:16][CH3:17])[C:6]([N+:18]([O-])=O)=[CH:5][CH:4]=1. Product: [NH2:18][C:6]1[C:7]([N:9]2[CH:13]=[C:12]([CH3:14])[N:11]=[C:10]2[CH2:15][CH2:16][CH3:17])=[N:8][C:3]([O:2][CH3:1])=[CH:4][CH:5]=1. The catalyst class is: 8. (4) Reactant: [Cl:1][C:2]1[C:10]2[C:5](=[CH:6][CH:7]=[CH:8][CH:9]=2)[N:4]([C:11]2[C:12](=[O:20])[N:13]([CH3:19])[N:14]=[CH:15][C:16]=2[O:17]C)[CH:3]=1.N1CCOCC1. Product: [Cl:1][C:2]1[C:10]2[C:5](=[CH:6][CH:7]=[CH:8][CH:9]=2)[N:4]([CH:11]2[C:16](=[O:17])[CH:15]=[N:14][N:13]([CH3:19])[C:12]2=[O:20])[CH:3]=1. The catalyst class is: 6. (5) Product: [CH3:25][O:24][CH2:23][CH2:22][CH2:21][NH:1][C:2]1[N:6]([C:7]2[CH:12]=[CH:11][CH:10]=[CH:9][CH:8]=2)[N:5]=[CH:4][C:3]=1[C:13]([O:15][CH2:16][CH3:17])=[O:14]. Reactant: [NH2:1][C:2]1[N:6]([C:7]2[CH:12]=[CH:11][CH:10]=[CH:9][CH:8]=2)[N:5]=[CH:4][C:3]=1[C:13]([O:15][CH2:16][CH3:17])=[O:14].[H-].[Na+].Br[CH2:21][CH2:22][CH2:23][O:24][CH3:25]. The catalyst class is: 3. (6) Reactant: CC([S-])C.[Na+].[CH3:6][C:7]([CH:13]1[C:22]2[CH:23]=[N:24][C:25]([C:27]3[CH:32]=[CH:31][C:30]([C:33]([N:35]4[CH2:40][CH2:39][O:38][CH2:37][CH2:36]4)=[O:34])=[CH:29][CH:28]=3)=[CH:26][C:21]=2[O:20][C:19]2[CH:18]=[CH:17][CH:16]=[CH:15][C:14]1=2)([CH3:12])[C:8]([O:10]C)=[O:9]. Product: [CH3:12][C:7]([CH:13]1[C:22]2[CH:23]=[N:24][C:25]([C:27]3[CH:32]=[CH:31][C:30]([C:33]([N:35]4[CH2:36][CH2:37][O:38][CH2:39][CH2:40]4)=[O:34])=[CH:29][CH:28]=3)=[CH:26][C:21]=2[O:20][C:19]2[CH:18]=[CH:17][CH:16]=[CH:15][C:14]1=2)([CH3:6])[C:8]([OH:10])=[O:9]. The catalyst class is: 3.